From a dataset of Forward reaction prediction with 1.9M reactions from USPTO patents (1976-2016). Predict the product of the given reaction. (1) Given the reactants [CH3:1][C:2]1[CH:3]=[CH:4][CH:5]=[C:6]2[C:10]=1[N:9]([CH2:11][CH2:12][CH2:13][C:14]1[CH:15]=[N:16][CH:17]=[CH:18][CH:19]=1)[CH:8]=[C:7]2[C:20](O)=[O:21].Cl.[F:24][C:25]([F:44])([F:43])[C:26]([NH:28][CH2:29][C:30]1[CH:35]=[CH:34][C:33]([F:36])=[C:32]([CH:37]2[CH2:42][CH2:41][NH:40][CH2:39][CH2:38]2)[CH:31]=1)=[O:27], predict the reaction product. The product is: [F:43][C:25]([F:24])([F:44])[C:26]([NH:28][CH2:29][C:30]1[CH:35]=[CH:34][C:33]([F:36])=[C:32]([CH:37]2[CH2:42][CH2:41][N:40]([C:20]([C:7]3[C:6]4[C:10](=[C:2]([CH3:1])[CH:3]=[CH:4][CH:5]=4)[N:9]([CH2:11][CH2:12][CH2:13][C:14]4[CH:15]=[N:16][CH:17]=[CH:18][CH:19]=4)[CH:8]=3)=[O:21])[CH2:39][CH2:38]2)[CH:31]=1)=[O:27]. (2) Given the reactants [F:1][C:2]([F:36])([F:35])[C:3]1[CH:4]=[C:5]([C:13]([CH3:34])([CH3:33])[C:14]([N:16]([C:18]2[CH:19]=[N:20][C:21](Cl)=[CH:22][C:23]=2[C:24]2[CH:29]=[CH:28][C:27]([F:30])=[CH:26][C:25]=2[CH3:31])[CH3:17])=[O:15])[CH:6]=[C:7]([C:9]([F:12])([F:11])[F:10])[CH:8]=1.[CH2:37]1[NH:42][C@@H:41]([CH2:43][OH:44])[CH2:40][N:39]2C[CH2:46][CH2:47][CH2:48][C@H:38]12.C1(P(C2CCCCC2)C2C=CC=CC=2C2C=CC=CC=2N(C)C)CCCCC1.C(=O)([O-])[O-].[Cs+].[Cs+], predict the reaction product. The product is: [F:1][C:2]([F:36])([F:35])[C:3]1[CH:4]=[C:5]([C:13]([CH3:34])([CH3:33])[C:14]([N:16]([C:18]2[CH:19]=[N:20][C:21]([N:42]3[C@@H:41]([CH2:43][OH:44])[CH2:40][N:39]4[CH2:46][CH2:47][CH2:48][C@@H:38]4[CH2:37]3)=[CH:22][C:23]=2[C:24]2[CH:29]=[CH:28][C:27]([F:30])=[CH:26][C:25]=2[CH3:31])[CH3:17])=[O:15])[CH:6]=[C:7]([C:9]([F:12])([F:11])[F:10])[CH:8]=1. (3) Given the reactants [Cl:1][C:2]1[CH:7]=[CH:6][C:5]([S:8]([N:11]([CH2:19][C:20]2[CH:25]=[CH:24][C:23]([C:26]#[N:27])=[CH:22][CH:21]=2)[CH2:12][C:13]2[CH:18]=[CH:17][CH:16]=[CH:15][N:14]=2)(=[O:10])=[O:9])=[CH:4][CH:3]=1.[N:28]([Si](C)(C)C)=[N+:29]=[N-:30].C([Sn](=O)CCCC)CCC, predict the reaction product. The product is: [Cl:1][C:2]1[CH:7]=[CH:6][C:5]([S:8]([N:11]([CH2:12][C:13]2[CH:18]=[CH:17][CH:16]=[CH:15][N:14]=2)[CH2:19][C:20]2[CH:21]=[CH:22][C:23]([C:26]3[NH:30][N:29]=[N:28][N:27]=3)=[CH:24][CH:25]=2)(=[O:9])=[O:10])=[CH:4][CH:3]=1. (4) Given the reactants C([N:4]1[C:8]([NH:9][C:10](=[O:12])[CH3:11])=[C:7](I)[C:6]([C:14]2[CH:19]=[CH:18][CH:17]=[CH:16][CH:15]=2)=[N:5]1)(=O)C.[C:20]1([C:26]#[CH:27])[CH:25]=[CH:24][CH:23]=[CH:22][CH:21]=1.C(N(CC)CC)C.CN(C=O)C, predict the reaction product. The product is: [C:14]1([C:6]2[C:7]([C:27]#[C:26][C:20]3[CH:25]=[CH:24][CH:23]=[CH:22][CH:21]=3)=[C:8]([NH:9][C:10](=[O:12])[CH3:11])[NH:4][N:5]=2)[CH:15]=[CH:16][CH:17]=[CH:18][CH:19]=1. (5) Given the reactants [C:1]1([NH:7][C:8]2[N:13]=[CH:12][C:11]([C:14](OCC)=[O:15])=[CH:10][N:9]=2)[CH:6]=[CH:5][CH:4]=[CH:3][CH:2]=1.[H-].C([Al+]CC(C)C)C(C)C.C1(C)C=CC=CC=1.C(OCC)(=O)C, predict the reaction product. The product is: [OH:15][CH2:14][C:11]1[CH:10]=[N:9][C:8]([NH:7][C:1]2[CH:2]=[CH:3][CH:4]=[CH:5][CH:6]=2)=[N:13][CH:12]=1. (6) The product is: [Cl:20][C:21]1[CH:26]=[CH:25][C:24]([CH:27]([CH:29]2[CH2:31][CH2:30]2)[C:16]2[C:15]3[C:19](=[C:11]([CH2:10][S:9][CH3:8])[CH:12]=[CH:13][CH:14]=3)[NH:18][CH:17]=2)=[C:23]([F:32])[CH:22]=1. Given the reactants FC(F)(F)C(O)=O.[CH3:8][S:9][CH2:10][C:11]1[CH:12]=[CH:13][CH:14]=[C:15]2[C:19]=1[NH:18][CH:17]=[CH:16]2.[Cl:20][C:21]1[CH:26]=[CH:25][C:24]([CH:27]([CH:29]2[CH2:31][CH2:30]2)O)=[C:23]([F:32])[CH:22]=1, predict the reaction product. (7) The product is: [F:20][C:21]1[CH:22]=[CH:23][C:24]([N:27]2[CH2:32][CH2:31][N:30]([CH2:6][CH2:7][CH2:8][CH2:9][CH:10]3[C:18]4[C:13](=[CH:14][CH:15]=[CH:16][CH:17]=4)[NH:12][C:11]3=[O:19])[CH2:29][CH2:28]2)=[CH:25][CH:26]=1. Given the reactants S(O[CH2:6][CH2:7][CH2:8][CH2:9][CH:10]1[C:18]2[C:13](=[CH:14][CH:15]=[CH:16][CH:17]=2)[NH:12][C:11]1=[O:19])(C)(=O)=O.[F:20][C:21]1[CH:26]=[CH:25][C:24]([N:27]2[CH2:32][CH2:31][NH:30][CH2:29][CH2:28]2)=[CH:23][CH:22]=1, predict the reaction product. (8) Given the reactants [CH3:1][S:2]([N:5]1[CH2:10][CH2:9][N:8]([CH2:11][C:12]2[CH:20]=[C:19]3[C:15]([CH:16]=[C:17]([C:24]4[C:25](=[O:34])[NH:26][C:27]5[C:32]([CH:33]=4)=[CH:31][CH:30]=[CH:29][CH:28]=5)[N:18]3C([O-])=O)=[CH:14][CH:13]=2)[CH2:7][CH2:6]1)(=[O:4])=[O:3].O.CSC.C(O)(C(F)(F)F)=O, predict the reaction product. The product is: [CH3:1][S:2]([N:5]1[CH2:6][CH2:7][N:8]([CH2:11][C:12]2[CH:20]=[C:19]3[C:15]([CH:16]=[C:17]([C:24]4[C:25](=[O:34])[NH:26][C:27]5[C:32]([CH:33]=4)=[CH:31][CH:30]=[CH:29][CH:28]=5)[NH:18]3)=[CH:14][CH:13]=2)[CH2:9][CH2:10]1)(=[O:3])=[O:4]. (9) Given the reactants Cl.[CH:2]1([CH2:5][O:6][C:7]2[CH:12]=[C:11]([O:13][CH3:14])[C:10]([F:15])=[CH:9][C:8]=2[C:16]2[C:17]3[NH:24][C:23]([CH3:25])=[C:22]([C:26]([NH:28][CH:29]4[CH2:34][CH2:33][NH:32][CH2:31][CH2:30]4)=[O:27])[C:18]=3[N:19]=[CH:20][N:21]=2)[CH2:4][CH2:3]1.[C:35](Cl)(=[O:38])[CH2:36][CH3:37], predict the reaction product. The product is: [CH:2]1([CH2:5][O:6][C:7]2[CH:12]=[C:11]([O:13][CH3:14])[C:10]([F:15])=[CH:9][C:8]=2[C:16]2[C:17]3[NH:24][C:23]([CH3:25])=[C:22]([C:26]([NH:28][CH:29]4[CH2:30][CH2:31][N:32]([C:35](=[O:38])[CH2:36][CH3:37])[CH2:33][CH2:34]4)=[O:27])[C:18]=3[N:19]=[CH:20][N:21]=2)[CH2:4][CH2:3]1.